This data is from Full USPTO retrosynthesis dataset with 1.9M reactions from patents (1976-2016). The task is: Predict the reactants needed to synthesize the given product. (1) Given the product [OH:10][CH:7]([C:11]1[CH:12]2[CH2:19][CH2:18][CH:15]([CH2:16][CH:17]=1)[N:14]([CH3:20])[CH2:13]2)[CH2:8][CH3:9], predict the reactants needed to synthesize it. The reactants are: [H-].[H-].[H-].[H-].[Li+].[Al+3].[C:7]([C:11]1[CH:12]2[CH2:19][CH2:18][CH:15]([CH2:16][CH:17]=1)[N:14]([C:20](OC1C=CC=CC=1)=O)[CH2:13]2)(=[O:10])[CH2:8][CH3:9]. (2) Given the product [F:34][C:35]1[CH:46]=[C:39]2[C:38](=[CH:37][CH:36]=1)[CH2:56][C:41]([C:13]1[C:12]([N:8]3[C:9]4[C:4](=[CH:3][C:2]([F:1])=[CH:11][CH:10]=4)[CH2:5][CH2:6][CH2:7]3)=[N:21][C:20]3[C:15](=[CH:16][CH:17]=[C:18]([C:22]([O:24][CH3:25])=[O:23])[CH:19]=3)[N:14]=1)=[CH:40]2, predict the reactants needed to synthesize it. The reactants are: [F:1][C:2]1[CH:3]=[C:4]2[C:9](=[CH:10][CH:11]=1)[N:8]([C:12]1[C:13](OS(C(F)(F)F)(=O)=O)=[N:14][C:15]3[C:20]([N:21]=1)=[CH:19][C:18]([C:22]([O:24][CH3:25])=[O:23])=[CH:17][CH:16]=3)[CH2:7][CH2:6][CH2:5]2.[F:34][C:35]1[CH:36]=[CH:37][C:38]2O[C:41](B(O)O)=[CH:40][C:39]=2[CH:46]=1.[O-]P([O-])([O-])=O.[K+].[K+].[K+].O1CCOC[CH2:56]1.